From a dataset of Full USPTO retrosynthesis dataset with 1.9M reactions from patents (1976-2016). Predict the reactants needed to synthesize the given product. (1) Given the product [F:15][C:4]1[CH:5]=[C:6]2[C:10](=[C:2]([C:21]3[CH:22]=[CH:23][C:18]([C:17]([F:28])([F:27])[F:16])=[CH:19][CH:20]=3)[CH:3]=1)[NH:9][C:8]([C:11]([NH2:13])=[O:12])=[C:7]2[CH3:14], predict the reactants needed to synthesize it. The reactants are: Br[C:2]1[CH:3]=[C:4]([F:15])[CH:5]=[C:6]2[C:10]=1[NH:9][C:8]([C:11]([NH2:13])=[O:12])=[C:7]2[CH3:14].[F:16][C:17]([F:28])([F:27])[C:18]1[CH:23]=[CH:22][C:21](B(O)O)=[CH:20][CH:19]=1. (2) Given the product [NH2:3][OH:1].[O:6]1[C:10]2[CH:11]=[CH:12][CH:13]=[CH:14][C:9]=2[N:8]=[C:7]1[N:15]([CH2:22][C:23]1[CH:32]=[CH:31][C:26]([C:27]([NH:3][OH:1])=[O:28])=[CH:25][CH:24]=1)[C:16]1[CH:21]=[CH:20][CH:19]=[CH:18][N:17]=1, predict the reactants needed to synthesize it. The reactants are: [OH-:1].[K+].[NH2:3]O.Cl.[O:6]1[C:10]2[CH:11]=[CH:12][CH:13]=[CH:14][C:9]=2[N:8]=[C:7]1[N:15]([CH2:22][C:23]1[CH:32]=[CH:31][C:26]([C:27](OC)=[O:28])=[CH:25][CH:24]=1)[C:16]1[CH:21]=[CH:20][CH:19]=[CH:18][N:17]=1. (3) Given the product [Cl:1][C:2]1[C:15]2[C:14](=[O:27])[C:13](=[O:19])[C:12]3[C:7](=[N:8][CH:9]=[CH:10][CH:11]=3)[C:6]=2[N:5]=[CH:4][CH:3]=1, predict the reactants needed to synthesize it. The reactants are: [Cl:1][C:2]1[C:15]2[C:6](=[C:7]3[C:12](=[CH:13][CH:14]=2)[CH:11]=[CH:10][CH:9]=[N:8]3)[N:5]=[CH:4][CH:3]=1.[K+].[Br-].S(=O)(=O)(O)[OH:19].[N+]([O-])(O)=O.[OH-:27].[Na+]. (4) The reactants are: [C:1]([C:9]1[CH:36]=[CH:35][C:12]2[N:13]([CH2:17][CH2:18][O:19][C:20]3[CH:34]=[CH:33][C:23]([O:24][CH:25]([CH2:31][CH3:32])[C:26]([O:28][CH2:29][CH3:30])=[O:27])=[CH:22][CH:21]=3)[C:14](=[O:16])[S:15][C:11]=2[CH:10]=1)(=O)[C:2]1[CH:7]=[CH:6][CH:5]=[CH:4][CH:3]=1.[CH3:37][O:38][NH2:39]. Given the product [CH3:37][O:38][N:39]=[C:1]([C:2]1[CH:3]=[CH:4][CH:5]=[CH:6][CH:7]=1)[C:9]1[CH:36]=[CH:35][C:12]2[N:13]([CH2:17][CH2:18][O:19][C:20]3[CH:21]=[CH:22][C:23]([O:24][CH:25]([CH2:31][CH3:32])[C:26]([O:28][CH2:29][CH3:30])=[O:27])=[CH:33][CH:34]=3)[C:14](=[O:16])[S:15][C:11]=2[CH:10]=1, predict the reactants needed to synthesize it. (5) Given the product [CH2:4]([O:11][CH:12]1[CH2:17][CH2:16][C:15]([N:2]([CH3:3])[CH3:1])([C:20]#[N:21])[CH2:14][CH2:13]1)[C:5]1[CH:10]=[CH:9][CH:8]=[CH:7][CH:6]=1, predict the reactants needed to synthesize it. The reactants are: [CH3:1][NH:2][CH3:3].[CH2:4]([O:11][CH:12]1[CH2:17][CH2:16][C:15](=O)[CH2:14][CH2:13]1)[C:5]1[CH:10]=[CH:9][CH:8]=[CH:7][CH:6]=1.Cl.[CH3:20][NH:21]C.[C-]#N.[K+]. (6) Given the product [C:38]1([C:2]2[CH:37]=[N:36][C:5]3[NH:6][C:7]4[CH:35]=[CH:34][CH:33]=[CH:32][C:8]=4[C:9]4[N:10]([C:11]([C:14]5[CH:19]=[CH:18][C:17]([C:20]6([NH:24][C:25](=[O:31])[O:26][C:27]([CH3:29])([CH3:28])[CH3:30])[CH2:23][CH2:22][CH2:21]6)=[CH:16][CH:15]=5)=[N:12][N:13]=4)[C:4]=3[CH:3]=2)[CH:43]=[CH:42][CH:41]=[CH:40][CH:39]=1, predict the reactants needed to synthesize it. The reactants are: Br[C:2]1[CH:37]=[N:36][C:5]2[NH:6][C:7]3[CH:35]=[CH:34][CH:33]=[CH:32][C:8]=3[C:9]3[N:10]([C:11]([C:14]4[CH:19]=[CH:18][C:17]([C:20]5([NH:24][C:25](=[O:31])[O:26][C:27]([CH3:30])([CH3:29])[CH3:28])[CH2:23][CH2:22][CH2:21]5)=[CH:16][CH:15]=4)=[N:12][N:13]=3)[C:4]=2[CH:3]=1.[C:38]1(B(O)O)[CH:43]=[CH:42][CH:41]=[CH:40][CH:39]=1.C(=O)(O)[O-].[Na+]. (7) Given the product [C:4]1([CH:2]([CH3:3])[CH2:1][NH:21][C@@H:11]2[C:20]3[C:15](=[CH:16][CH:17]=[CH:18][CH:19]=3)[CH2:14][CH2:13][CH2:12]2)[CH:9]=[CH:8][CH:7]=[CH:6][CH:5]=1, predict the reactants needed to synthesize it. The reactants are: [CH:1](=O)[CH:2]([C:4]1[CH:9]=[CH:8][CH:7]=[CH:6][CH:5]=1)[CH3:3].[C@@H:11]1([NH2:21])[C:20]2[C:15](=[CH:16][CH:17]=[CH:18][CH:19]=2)[CH2:14][CH2:13][CH2:12]1.